Predict the product of the given reaction. From a dataset of Forward reaction prediction with 1.9M reactions from USPTO patents (1976-2016). (1) The product is: [CH3:1][O:2][C:3]1[CH:4]=[C:5]2[C:10](=[CH:11][C:12]=1[O:13][CH3:14])[N:9]=[CH:8][N:7]=[C:6]2[O:15][C:16]1[CH:22]=[CH:21][C:19]([NH:20][C:41](=[O:47])[O:42][CH:43]([C:59]2[CH:55]=[CH:54][CH:53]=[C:52]([O:51][C:50]([F:49])([F:61])[F:62])[CH:60]=2)[CH3:23])=[CH:18][CH:17]=1. Given the reactants [CH3:1][O:2][C:3]1[CH:4]=[C:5]2[C:10](=[CH:11][C:12]=1[O:13][CH3:14])[N:9]=[CH:8][N:7]=[C:6]2[O:15][C:16]1[CH:22]=[CH:21][C:19]([NH2:20])=[CH:18][CH:17]=1.[C:23]1(C)C=CC=CC=1.C(N(CC)CC)C.ClC(Cl)(O[C:41](=[O:47])[O:42][C:43](Cl)(Cl)Cl)Cl.[F:49][C:50]([F:62])([F:61])[O:51][C:52]1[CH:60]=[CH:59][C:55](C(O)C)=[CH:54][CH:53]=1, predict the reaction product. (2) Given the reactants [N:1]1[CH:6]=[CH:5][C:4](B(O)O)=[CH:3][CH:2]=1.C([O-])([O-])=O.[K+].[K+].C([O:18][C:19](=[O:64])[CH2:20][CH:21]1[CH2:26][CH2:25][CH:24]([C:27]2[C:32](Br)=[C:31]([N:34](COCC[Si](C)(C)C)COCC[Si](C)(C)C)[N:30]3[N:51]=[CH:52][C:53]([C:54]4[CH:55]=[N:56][C:57]5[C:62]([CH:63]=4)=[CH:61][CH:60]=[CH:59][CH:58]=5)=[C:29]3[N:28]=2)[CH2:23][CH2:22]1)C.Cl, predict the reaction product. The product is: [NH2:34][C:31]1[N:30]2[N:51]=[CH:52][C:53]([C:54]3[CH:55]=[N:56][C:57]4[C:62]([CH:63]=3)=[CH:61][CH:60]=[CH:59][CH:58]=4)=[C:29]2[N:28]=[C:27]([CH:24]2[CH2:23][CH2:22][CH:21]([CH2:20][C:19]([OH:18])=[O:64])[CH2:26][CH2:25]2)[C:32]=1[C:4]1[CH:5]=[CH:6][N:1]=[CH:2][CH:3]=1. (3) Given the reactants C1(P(C2CCCCC2)C2C=CC=CC=2C2C(C(C)C)=CC(C(C)C)=CC=2C(C)C)CCCCC1.C([O-])(=O)C.[K+].B(O)(O)B(O)O.Br[C:47]1[CH:72]=[CH:71][C:50]2[N:51]=[C:52]([C:54]3[N:58](COCC[Si](C)(C)C)[C:57]4[CH:67]=[CH:68][CH:69]=[CH:70][C:56]=4[N:55]=3)[O:53][C:49]=2[CH:48]=1.C(=O)([O-])[O-].[K+].[K+].O.Br[C:81]1[CH:82]=[N:83][CH:84]=[C:85]([CH:88]=1)[C:86]#[N:87], predict the reaction product. The product is: [NH:58]1[C:57]2[CH:67]=[CH:68][CH:69]=[CH:70][C:56]=2[N:55]=[C:54]1[C:52]1[O:53][C:49]2[CH:48]=[C:47]([C:81]3[CH:82]=[N:83][CH:84]=[C:85]([CH:88]=3)[C:86]#[N:87])[CH:72]=[CH:71][C:50]=2[N:51]=1. (4) Given the reactants CN1CCOCC1.[C:8]([OH:11])(=[O:10])[CH3:9].Cl[CH:13]([O:15][C:16]([CH2:18][NH:19][CH2:20][C:21]([O:23][CH:24]1[CH2:30][CH2:29][CH2:28][N:27]([C:31](=[O:49])[C:32]2[CH:37]=[CH:36][C:35]([NH:38][C:39](=[O:47])[C:40]3[CH:45]=[CH:44][CH:43]=[CH:42][C:41]=3[CH3:46])=[CH:34][C:33]=2[CH3:48])[C:26]2[CH:50]=[CH:51][C:52]([Cl:54])=[CH:53][C:25]1=2)=[O:22])=[O:17])[CH3:14], predict the reaction product. The product is: [C:8]([O:11][CH:13]([O:15][C:16]([CH2:18][NH:19][CH2:20][C:21]([O:23][CH:24]1[CH2:30][CH2:29][CH2:28][N:27]([C:31](=[O:49])[C:32]2[CH:37]=[CH:36][C:35]([NH:38][C:39](=[O:47])[C:40]3[CH:45]=[CH:44][CH:43]=[CH:42][C:41]=3[CH3:46])=[CH:34][C:33]=2[CH3:48])[C:26]2[CH:50]=[CH:51][C:52]([Cl:54])=[CH:53][C:25]1=2)=[O:22])=[O:17])[CH3:14])(=[O:10])[CH3:9].